From a dataset of Drug-target binding data from BindingDB using Ki measurements. Regression. Given a target protein amino acid sequence and a drug SMILES string, predict the binding affinity score between them. We predict pKi (pKi = -log10(Ki in M); higher means stronger inhibition). Dataset: bindingdb_ki. (1) The target protein (P35363) has sequence MEILCEDNISLSSIPNSLMQLGDDSRLYPNDFNSRDANTSEASNWTIDAENRTNLSCEGYLPPTCLSILHLQEKNWSALLTTVVIILTIAGNILVIMAVSLEKKLQNATNYFLMSLAIADMLLGFLVMPVSMLTILYGYRWPLPSKLCAVWIYLDVLFSTASIMHLCAISLDRYVAIQNPIHHSRFNSRTKAFLKIIAVWTISVGISMPIPVFGLQDDSKVFKEGSCLLADDNFVLIGSFVAFFIPLTIMVITYFLTIKSLQKEATLCVSDLSTRAKLSSFSFLPQSSLSSEKLFQRSIHREPGSYAGRRTMQSISNEQKACKVLGIVFFLFVVMWCPFFITNIMAVICKESCNENVIGALLNVFVWIGYLSSAVNPLVYTLFNKTYRSAFSRYIQCQYKENRKPLQLILVNTIPTLAYKSSQLQVGQKKNSQEDAEPTANDCSMVTLGNQHSEEMCTDNIETVNEKVSCV. The pKi is 5.8. The compound is Cc1ccc(OC[C@H]2CN(CCN3CCc4ccccc43)CCO2)cn1. (2) The small molecule is CCc1cc(-c2ccsc2/C=C/C(C)=C/C(=O)O)c(OCCCF)c(C(C)(C)C)c1. The target protein (Q5BJR8) has sequence MYGNYSHFMKFPTGFGGSPGHTGSTSMSPSVALPTGKPMDSHPSYTDTPVSAPRTLSAVGTPLNALGSPYRVITSAMGPPSGALAAPPGINLVVPPSSQLNVVNSVSSSEDIKPLPGLPGIGNMNYPSTSPGSLVKHICAICGDRSSGKHYGVYSCEGCKGFFKRTIRKDLIYTCRDNKDCLIDKRQRNRCQYCRYQKCLVMGMKREAVQEERQRSRERAESEAECASTGHEDMPVERILEAELAVEPKTESYGDMSVESSTNDPVTNICHAADKQLFTLVEWAKRIPHFSDLTLEDQVILLRAGWNELLIASFSHRSVSVQDGILLATGLHVHRSSAHSAGVGSIFDRVLTELVSKMKDMRMDKSELGCLRAIVLFNPDAKGLSNPSEVETLREKVYATLEAYTKQKYPEQPGRFAKLLLRLPALRSIGLKCLEHLFFFKLIGDTPIDTFLMEMLETPLQIT. The pKi is 8.3. (3) The small molecule is CCn1c(=O)c2[nH]c(-c3ccccc3)nc2n(CC)c1=O. The target protein (P49892) has sequence MAQSVTAFQAAYISIEVLIALVSVPGNILVIWAVKMNQALRDATFCFIVSLAVADVAVGALVIPLAIIINIGPQTEFYSCLMMACPVLILTESSILALLAIAVDRYLRVKIPVRYKSVVTPRRAAVAIACCWIVSFLVGLTPMFGWNNLNKVLGTRDLNVSHSEFVIKCQFETVISMEYMVYFNFFVWVLPPLLLMLLIYLEVFNLIRTQLNKKVSSSSNDPQKYYGKELKIAKSLALVLFLFALSWLPLHILNCITLFCPSCKTPHILTYIAIFLTHGNSAMNPIVYAFRIKKFRTAFLQIWNQYFCCKTNKSSSSSTAETVN. The pKi is 6.1. (4) The compound is CC(=O)NCc1ccc2c(c1)C(N1CCN(C)CC1)Cc1ccccc1S2. The target protein (P18841) has sequence MNPDLDTGHNTSAPAQWGELKDANFTGPNQTSSNSTLPQLDVTRAISVGLVLGAFILFAIVGNILVILSVACNRHLRTPTNYFIVNLAIADLLLSFTVLPFSATLEVLGYWVLGRIFCDIWAAVDVLCCTASILSLCAISIDRYIGVRYSLQYPTLVTRRKAILALLSVWVLSTVISIGPLLGWKEPAPNDDKECGVTEEPFYALFSSLGSFYIPLAVILVMYCRVYIVAKRTTKNLEAGVMKEMSNSKELTLRIHSKNFHEDTLSSTKAKGHNPRSSIAVKLFKFSREKKAAKTLGIVVGMFILCWLPFFIALPLGSLFSTLKPPDAVFKVVFWLGYFNSCLNPIIYPCSSKEFKRAFMRILGCQCRSGRRRRRRRRLGACAYTYRPWTRGGSLERSQSRKDSLDDSGSCMSGSQRTLPSASPSPGYLGRGAQPPLELCAYPEWKSGALLSLPEPPGRRGRLDSGPLFTFKLLGEPESPGTEGDASNGGCDATTDLANG.... The pKi is 9.7. (5) The small molecule is CC[C@@]12CCN(CC3CC3)C(C(=O)c3ccc(O)cc31)[C@@H]2C. The target protein sequence is MCFNLTMKKKKECCAPACPSSCFPNTSWLLGWDDHDNVSAYPDLPLNEGNHTSISPTISVIITAVYSMVFVVGLVGNALVMFVIIRYTKMKTATNIYIFNLALADALVTTTMPFQSTSFLMNSWPFGDVLCKIVVSIDYYNMFTSIFTLTMMSVDRYIAVCHPVKALDFRTPLKAKCINICIWMLSSSVGISAIVLGGTKISDGSTECALQFPTHYWYWDTVMKMCVFIFAFIIPVFIITICYTLMILRLKSVRLLSGSREKDRNLRRITRLVLVVVAVFIVCWTPIHIFVLVEALVDVPQSIAVVSIYYFCIALGYTNSSLNPILYAFLDENFKRCFKDFCFPSKHRLDRQPNSRVGNTVQDPACNRHGSQKPV. The pKi is 7.6. (6) The pKi is 5.0. The compound is NC(CS(=O)O)C(=O)O. The target protein (P32297) has sequence MGSGPLSLPLALSPPRLLLLLLLSLLPVARASEAEHRLFERLFEDYNEIIRPVANVSDPVIIHFEVSMSQLVKVDEVNQIMETNLWLKQIWNDYKLKWNPSDYGGAEFMRVPAQKIWKPDIVLYNNAVGDFQVDDKTKALLKYTGEVTWIPPAIFKSSCKIDVTYFPFDYQNCTMKFGSWSYDKAKIDLVLIGSSMNLKDYWESGEWAIIKAPGYKHDIKYNCCEEIYPDITYSLYIRRLPLFYTINLIIPCLLISFLTVLVFYLPSDCGEKVTLCISVLLSLTVFLLVITETIPSTSLVIPLIGEYLLFTMIFVTLSIVITVFVLNVHYRTPTTHTMPSWVKTVFLNLLPRVMFMTRPTSNEGNAQKPRPLYGAELSNLNCFSRAESKGCKEGYPCQDGMCGYCHHRRIKISNFSANLTRSSSSESVDAVLSLSALSPEIKEAIQSVKYIAENMKAQNEAKEIQDDWKYVAMVIDRIFLWVFTLVCILGTAGLFLQPLM.... (7) The drug is CCOc1cc(CN2CCC(Nc3nc4ccccc4o3)CC2)ccc1F. The target protein (P31391) has sequence MSAPSTLPPGGEEGLGTAWPSAANASSAPAEAEEAVAGPGDARAAGMVAIQCIYALVCLVGLVGNALVIFVILRYAKMKTATNIYLLNLAVADELFMLSVPFVASSAALRHWPFGSVLCRAVLSVDGLNMFTSVFCLTVLSVDRYVAVVHPLRAATYRRPSVAKLINLGVWLASLLVTLPIAIFADTRPARGGQAVACNLQWPHPAWSAVFVVYTFLLGFLLPVLAIGLCYLLIVGKMRAVALRAGWQQRRRSEKKITRLVLMVVVVFVLCWMPFYVVQLLNLFVTSLDATVNHVSLILSYANSCANPILYGFLSDNFRRFFQRVLCLRCCLLEGAGGAEEEPLDYYATALKSKGGAGCMCPPLPCQQEALQPEPGRKRIPLTRTTTF. The pKi is 5.0. (8) The drug is CC(=O)N[C@@H](Cc1ccccc1)B(O)O. The target protein (P17538) has sequence MASLWLLSCFSLVGAAFGCGVPAIHPVLSGLSRIVNGEDAVPGSWPWQVSLQDKTGFHFCGGSLISEDWVVTAAHCGVRTSDVVVAGEFDQGSDEENIQVLKIAKVFKNPKFSILTVNNDITLLKLATPARFSQTVSAVCLPSADDDFPAGTLCATTGWGKTKYNANKTPDKLQQAALPLLSNAECKKSWGRRITDVMICAGASGVSSCMGDSGGPLVCQKDGAWTLVGIVSWGSDTCSTSSPGVYARVTKLIPWVQKILAAN. The pKi is 5.7. (9) The compound is O=C(NC/C=C/CN1CCN(c2cccc(Cl)c2Cl)CC1)c1ccccc1. The target protein (P35462) has sequence MASLSQLSSHLNYTCGAENSTGASQARPHAYYALSYCALILAIVFGNGLVCMAVLKERALQTTTNYLVVSLAVADLLVATLVMPWVVYLEVTGGVWNFSRICCDVFVTLDVMMCTASILNLCAISIDRYTAVVMPVHYQHGTGQSSCRRVALMITAVWVLAFAVSCPLLFGFNTTGDPTVCSISNPDFVIYSSVVSFYLPFGVTVLVYARIYVVLKQRRRKRILTRQNSQCNSVRPGFPQQTLSPDPAHLELKRYYSICQDTALGGPGFQERGGELKREEKTRNSLSPTIAPKLSLEVRKLSNGRLSTSLKLGPLQPRGVPLREKKATQMVAIVLGAFIVCWLPFFLTHVLNTHCQTCHVSPELYSATTWLGYVNSALNPVIYTTFNIEFRKAFLKILSC. The pKi is 9.1. (10) The drug is O=[N+]([O-])c1cccc([B-](O)=[OH+])c1. The target protein (P29599) has sequence AQSVPWGISRVQAPAAHNRGLTGSGVKVAVLDTGISTHPDLNIRGGASFVPGEPSTQDGNGHGTHVAGTIAALNNSIGVLGVAPSAELYAVKVLGADGRGAISSIAQGLEWAGNNGMHVANLSLGSPSPSATLEQAVNSATSRGVLVVAASGNSGASSISYPARYANAMAVGATDQNNNRASFSQYGAGLDIVAPGVNVQSTYPGSTYASLNGTSMATPHVAGAAALVKQKNPSWSNVQIRNHLKNTATSLGSTNLYGSGLVNAEAATR. The pKi is 4.4.